From a dataset of Human Reference Interactome with 51,813 positive PPI pairs across 8,248 proteins, plus equal number of experimentally-validated negative pairs. Binary Classification. Given two protein amino acid sequences, predict whether they physically interact or not. (1) Result: 1 (the proteins interact). Protein 1 (ENSG00000196313) has sequence MVCSPVTVRIAPPDRRFSRSAIPEQIISSTLSSPSSNAPDPCAKETVLSALKEKEKKRTVEEEDQIFLDGQENKRRRHDSSGSGHSAFEPLVANGVPASFVPKPGSLKRGLNSQSSDDHLNKRSRSSSMSSLTGAYASGIPSSSRNAITSSYSSTRGISQLWKRNGPSSSPFSSPASSRSQTPERPAKKIREEELCHHSSSSTPLAADRESQGEKAADTTPRKKQNSNSQSTPGSSGQRKRKVQLLPSRRGEQLTLPPPPQLGYSITAEDLDLEKKASLQWFNQALEDKSDAASNSVTET.... Protein 2 (ENSG00000243789) has sequence MMPAERRLPLSFVLDVLEGRAQHPGVLYVQKQCSNLPSELPQLLPDLESHVPWASEALGKMPDAVNFWLGEAAAVTSLHKDHYENLYCVVSGEKHFLFHPPSDRPFIPYELYTPATYQLTEEGTFKVVDEEAMEKVPWIPLDPLAPDLARYPSYSQAQALRCTVRAGEMLYLPALWFHHVQQSQGCIAVNFWYDMEYDLKYSYFQLLDSLTKASGLD*MAEAALEAVRSELREFPAAARELCVPLAVPYLDKPPTPLHFYRDWVCPNRPCIIRNALQHWPALQKWSLPYFRATVGSTEVS.... (2) Protein 1 (ENSG00000196724) has sequence MQEGLHRMTWDCIAIGSHENSVQGTVAFEDVAVNFSQEEWSLLSEVQRCLYHDVMLENWVLISSLGCWCGSEDEEAPSKKSISIQRVSQVSTPGAGVSPKKAHSCEMCGAILGDILHLADHQGTHHKQKLHRCEAWGNKLYDSSNRPHQNQYLGEKPYRSSVEEALFVKRCKFHVSEESSIFIQSGKDFLPSSGLLLQEATHTGEKSNSKPECESPFQWGDTHYSCGECMKHSSTKHVFVQQQRLPSREECYCWECGKSFSKYDSVSNHQRVHTGKRPYECGECGKSFSHKGSLVQHQRV.... Protein 2 (ENSG00000100299) has sequence MSMGAPRSLLLALAAGLAVARPPNIVLIFADDLGYGDLGCYGHPSSTTPNLDQLAAGGLRFTDFYVPVSLCTPSRAALLTGRLPVRMGMYPGVLVPSSRGGLPLEEVTVAEVLAARGYLTGMAGKWHLGVGPEGAFLPPHQGFHRFLGIPYSHDQGPCQNLTCFPPATPCDGGCDQGLVPIPLLANLSVEAQPPWLPGLEARYMAFAHDLMADAQRQDRPFFLYYASHHTHYPQFSGQSFAERSGRGPFGDSLMELDAAVGTLMTAIGDLGLLEETLVIFTADNGPETMRMSRGGCSGLL.... Result: 0 (the proteins do not interact).